This data is from Microsomal clearance measurements from AstraZeneca. The task is: Regression/Classification. Given a drug SMILES string, predict its absorption, distribution, metabolism, or excretion properties. Task type varies by dataset: regression for continuous measurements (e.g., permeability, clearance, half-life) or binary classification for categorical outcomes (e.g., BBB penetration, CYP inhibition). For this dataset (clearance_microsome_az), we predict log10(clearance) (log10 of the in vitro intrinsic clearance, CLint, in uL/min per mg of human liver microsomal protein, equivalently mL/min/g; values are censored to the assay range of 3 to 150, which is 0.477 to 2.18 on this log10 scale). (1) The molecule is c1ccc(Oc2nccc3ccccc23)cc1. The log10(clearance) is 2.18. (2) The compound is Cc1c(Sc2ccc(Cl)cc2)c2cc(-c3ccccc3)ccc2n1CC(=O)O. The log10(clearance) is 1.20. (3) The compound is C#CC[C@@H](C(=O)N[C@H](/C=C/C(=O)OCC)C[C@@H]1CCNC1=O)n1cccc(NC(=O)c2cc(C)on2)c1=O. The log10(clearance) is 1.32. (4) The drug is CN(C)CCNc1cc(-c2ccc(N3CCN(C)CC3)cc2)nc2ccccc12. The log10(clearance) is 1.04. (5) The molecule is CCN(C(=O)Cc1ccc(S(C)(=O)=O)cc1)C1CCN(CC[C@@H](c2ccc(F)cc2)c2ccc(S(C)(=O)=O)cc2)CC1. The log10(clearance) is 0.930. (6) The compound is Nc1nc2ccccc2s1. The log10(clearance) is 1.25. (7) The molecule is CC(C)(C)NS(=O)(=O)c1cncc(-c2ccc3nc(N)nn3c2)c1. The log10(clearance) is 0.480. (8) The drug is C[C@@](C(=O)O[C@H]1C[N+]2(CCCc3cc4ccccc4s3)CCC1CC2)(c1ccccc1)N1CCCCC1. The log10(clearance) is 1.86. (9) The molecule is COc1ccccc1C[C@@H](C(=O)O)N1CCC(CN2CCC(Oc3ccc(Cl)c(Cl)c3)CC2)CC1. The log10(clearance) is 0.900.